From a dataset of NCI-60 drug combinations with 297,098 pairs across 59 cell lines. Regression. Given two drug SMILES strings and cell line genomic features, predict the synergy score measuring deviation from expected non-interaction effect. (1) Drug 1: CC1=C(C=C(C=C1)NC2=NC=CC(=N2)N(C)C3=CC4=NN(C(=C4C=C3)C)C)S(=O)(=O)N.Cl. Drug 2: CC12CCC3C(C1CCC2=O)CC(=C)C4=CC(=O)C=CC34C. Cell line: A498. Synergy scores: CSS=21.1, Synergy_ZIP=2.90, Synergy_Bliss=0.990, Synergy_Loewe=-17.6, Synergy_HSA=-1.62. (2) Drug 1: CC1=CC=C(C=C1)C2=CC(=NN2C3=CC=C(C=C3)S(=O)(=O)N)C(F)(F)F. Synergy scores: CSS=3.60, Synergy_ZIP=5.90, Synergy_Bliss=1.06, Synergy_Loewe=0.392, Synergy_HSA=-3.08. Cell line: HCC-2998. Drug 2: CC1=C(C(CCC1)(C)C)C=CC(=CC=CC(=CC(=O)O)C)C. (3) Drug 1: CC1C(C(=O)NC(C(=O)N2CCCC2C(=O)N(CC(=O)N(C(C(=O)O1)C(C)C)C)C)C(C)C)NC(=O)C3=C4C(=C(C=C3)C)OC5=C(C(=O)C(=C(C5=N4)C(=O)NC6C(OC(=O)C(N(C(=O)CN(C(=O)C7CCCN7C(=O)C(NC6=O)C(C)C)C)C)C(C)C)C)N)C. Drug 2: CCC1(CC2CC(C3=C(CCN(C2)C1)C4=CC=CC=C4N3)(C5=C(C=C6C(=C5)C78CCN9C7C(C=CC9)(C(C(C8N6C=O)(C(=O)OC)O)OC(=O)C)CC)OC)C(=O)OC)O.OS(=O)(=O)O. Cell line: NCI-H322M. Synergy scores: CSS=14.8, Synergy_ZIP=-6.76, Synergy_Bliss=0.634, Synergy_Loewe=-6.67, Synergy_HSA=0.386. (4) Drug 1: CS(=O)(=O)C1=CC(=C(C=C1)C(=O)NC2=CC(=C(C=C2)Cl)C3=CC=CC=N3)Cl. Drug 2: C1=CN(C(=O)N=C1N)C2C(C(C(O2)CO)O)O.Cl. Cell line: IGROV1. Synergy scores: CSS=8.06, Synergy_ZIP=-4.07, Synergy_Bliss=-2.13, Synergy_Loewe=-10.6, Synergy_HSA=-2.21. (5) Drug 1: C1=NC2=C(N1)C(=S)N=C(N2)N. Drug 2: C(CCl)NC(=O)N(CCCl)N=O. Cell line: RPMI-8226. Synergy scores: CSS=32.1, Synergy_ZIP=-4.87, Synergy_Bliss=-4.72, Synergy_Loewe=-18.7, Synergy_HSA=-4.14.